This data is from Forward reaction prediction with 1.9M reactions from USPTO patents (1976-2016). The task is: Predict the product of the given reaction. (1) Given the reactants [C:1]1([C:7]2([C:13]3[CH:18]=[CH:17][CH:16]=[CH:15][CH:14]=3)[CH2:11][CH2:10][NH:9][C:8]2=[O:12])[CH:6]=[CH:5][CH:4]=[CH:3][CH:2]=1.CC(C)([O-])C.[K+].[CH3:25][C@@H:26]1[O:31][C@H:30]([CH3:32])[CH2:29][N:28]([C:33]([C:35]2[CH:36]=[C:37]([S:41](Cl)(=[O:43])=[O:42])[CH:38]=[CH:39][CH:40]=2)=[O:34])[CH2:27]1, predict the reaction product. The product is: [CH3:25][C@H:26]1[O:31][C@@H:30]([CH3:32])[CH2:29][N:28]([C:33]([C:35]2[CH:36]=[C:37]([S:41]([N:9]3[CH2:10][CH2:11][C:7]([C:1]4[CH:6]=[CH:5][CH:4]=[CH:3][CH:2]=4)([C:13]4[CH:14]=[CH:15][CH:16]=[CH:17][CH:18]=4)[C:8]3=[O:12])(=[O:42])=[O:43])[CH:38]=[CH:39][CH:40]=2)=[O:34])[CH2:27]1. (2) Given the reactants [F:1][C:2]1[CH:3]=[C:4]([NH2:17])[CH:5]=[CH:6][C:7]=1[O:8][CH2:9][C:10]1[CH:15]=[CH:14][CH:13]=[C:12]([F:16])[CH:11]=1.[C:18]([OH:26])(=[O:25])[C:19]([CH2:21][C:22](O)=[O:23])=[CH2:20], predict the reaction product. The product is: [F:1][C:2]1[CH:3]=[C:4]([N:17]2[C:22](=[O:23])[CH2:21][CH:19]([C:18]([OH:26])=[O:25])[CH2:20]2)[CH:5]=[CH:6][C:7]=1[O:8][CH2:9][C:10]1[CH:15]=[CH:14][CH:13]=[C:12]([F:16])[CH:11]=1. (3) Given the reactants [CH3:1][O:2][C:3](=[O:21])[CH2:4][C:5]1[CH:10]=[CH:9][C:8]([NH:11][C:12]2[C:17]([N+:18]([O-])=O)=[CH:16][CH:15]=[CH:14][N:13]=2)=[CH:7][CH:6]=1, predict the reaction product. The product is: [CH3:1][O:2][C:3](=[O:21])[CH2:4][C:5]1[CH:6]=[CH:7][C:8]([NH:11][C:12]2[C:17]([NH2:18])=[CH:16][CH:15]=[CH:14][N:13]=2)=[CH:9][CH:10]=1. (4) Given the reactants [Br:1][C:2]1[CH:3]=[C:4]([C:8]([C:10]2[C:11](Cl)=[N:12][C:13]([Cl:16])=[N:14][CH:15]=2)=O)[CH:5]=[CH:6][CH:7]=1.[NH2:18][NH2:19], predict the reaction product. The product is: [Br:1][C:2]1[CH:3]=[C:4]([C:8]2[C:10]3[C:11](=[N:12][C:13]([Cl:16])=[N:14][CH:15]=3)[NH:19][N:18]=2)[CH:5]=[CH:6][CH:7]=1. (5) Given the reactants [NH2:1][C:2](=[O:17])[C@@H:3]([NH:5][C:6]1[N:11]=[C:10]([Cl:12])[N:9]=[C:8]([C:13]([O:15]C)=[O:14])[CH:7]=1)[CH3:4].[OH-].[K+], predict the reaction product. The product is: [NH2:1][C:2](=[O:17])[C@@H:3]([NH:5][C:6]1[N:11]=[C:10]([Cl:12])[N:9]=[C:8]([C:13]([OH:15])=[O:14])[CH:7]=1)[CH3:4].